This data is from Catalyst prediction with 721,799 reactions and 888 catalyst types from USPTO. The task is: Predict which catalyst facilitates the given reaction. (1) Reactant: [C:1]([N:5]1[C:9]2=[N:10][C:11]([NH:14][C:15](=[O:23])[C:16]3[CH:21]=[CH:20][C:19]([CH3:22])=[CH:18][CH:17]=3)=[CH:12][CH:13]=[C:8]2[C:7]([C:24](O)=[O:25])=[CH:6]1)([CH3:4])([CH3:3])[CH3:2].F[P-](F)(F)(F)(F)F.[CH3:34][N+:35](C)=[C:36](N(C)C)ON1C2N=CC=CC=2N=N1.C(N(CC)CC)C. Product: [CH3:34][N:35]([CH3:36])[C:24]([C:7]1[C:8]2[C:9](=[N:10][C:11]([NH:14][C:15](=[O:23])[C:16]3[CH:21]=[CH:20][C:19]([CH3:22])=[CH:18][CH:17]=3)=[CH:12][CH:13]=2)[N:5]([C:1]([CH3:3])([CH3:4])[CH3:2])[CH:6]=1)=[O:25]. The catalyst class is: 3. (2) Reactant: [CH2:1]([NH:3][C:4]([C:6]1[CH:11]=[CH:10][C:9]([N:12]2[C:16]([CH2:17][CH2:18][C:19]3[CH:24]=[CH:23][CH:22]=[CH:21][CH:20]=3)=[C:15]([C:25]([OH:27])=O)[N:14]=[N:13]2)=[CH:8][CH:7]=1)=[O:5])[CH3:2].C1C=C[C:31]2N(O)N=[N:34][C:32]=2[CH:33]=1.C1(N)CC1.CCN=C=NCCCN(C)C. Product: [CH:32]1([NH:34][C:25]([C:15]2[N:14]=[N:13][N:12]([C:9]3[CH:10]=[CH:11][C:6]([C:4]([NH:3][CH2:1][CH3:2])=[O:5])=[CH:7][CH:8]=3)[C:16]=2[CH2:17][CH2:18][C:19]2[CH:20]=[CH:21][CH:22]=[CH:23][CH:24]=2)=[O:27])[CH2:33][CH2:31]1. The catalyst class is: 444.